This data is from Peptide-MHC class I binding affinity with 185,985 pairs from IEDB/IMGT. The task is: Regression. Given a peptide amino acid sequence and an MHC pseudo amino acid sequence, predict their binding affinity value. This is MHC class I binding data. The peptide sequence is KGHLPLLDK. The MHC is HLA-B08:03 with pseudo-sequence HLA-B08:03. The binding affinity (normalized) is 0.0847.